From a dataset of Full USPTO retrosynthesis dataset with 1.9M reactions from patents (1976-2016). Predict the reactants needed to synthesize the given product. (1) The reactants are: [N:1]([C@H:4]1[C@H:9]([NH:10][CH2:11][C:12]2[CH:17]=[CH:16][C:15]([O:18][CH3:19])=[CH:14][CH:13]=2)[CH2:8][CH2:7][O:6][CH2:5]1)=[N+]=[N-].C1(P(C2C=CC=CC=2)C2C=CC=CC=2)C=CC=CC=1. Given the product [CH3:19][O:18][C:15]1[CH:14]=[CH:13][C:12]([CH2:11][NH:10][C@@H:9]2[CH2:8][CH2:7][O:6][CH2:5][C@H:4]2[NH2:1])=[CH:17][CH:16]=1, predict the reactants needed to synthesize it. (2) Given the product [Br:30][CH:2]([CH3:3])[CH2:1][C:4]1[CH:5]=[C:6]2[C:11](=[N:12][CH:13]=1)[N:10]([OH:14])[C:9](=[O:22])[C:8]([C:23]1[CH:28]=[CH:27][CH:26]=[CH:25][CH:24]=1)=[C:7]2[OH:29], predict the reactants needed to synthesize it. The reactants are: [CH2:1]([C:4]1[CH:5]=[C:6]2[C:11](=[N:12][CH:13]=1)[N:10]([O:14]CC1C=CC=CC=1)[C:9](=[O:22])[C:8]([C:23]1[CH:28]=[CH:27][CH:26]=[CH:25][CH:24]=1)=[C:7]2[OH:29])[CH:2]=[CH2:3].[BrH:30].CC(O)=O. (3) Given the product [Br:8][C:9]1[N:14]=[C:13](/[CH:15]=[C:5]2/[C:4](=[O:6])[NH:3][C:2](=[O:7])[S:1]/2)[CH:12]=[CH:11][CH:10]=1, predict the reactants needed to synthesize it. The reactants are: [S:1]1[CH2:5][C:4](=[O:6])[NH:3][C:2]1=[O:7].[Br:8][C:9]1[N:14]=[C:13]([CH:15]=O)[CH:12]=[CH:11][CH:10]=1.C(O)(=O)C.N1CCCCC1. (4) The reactants are: [CH3:1][C:2]1[N:3]=[C:4]2[C:13]3[NH:12][C@H:11]([C:14]4[CH:19]=[CH:18][CH:17]=[CH:16][CH:15]=4)[C@@H:10]([OH:20])[C:9](=[O:21])[C:8]=3[CH:7]=[CH:6][N:5]2[C:22]=1[CH3:23].C(N(CC)CC)C.[C:31](Cl)(=[O:36])[C:32]([CH3:35])([CH3:34])[CH3:33]. Given the product [CH3:1][C:2]1[N:3]=[C:4]2[C:13]3[NH:12][C@H:11]([C:14]4[CH:19]=[CH:18][CH:17]=[CH:16][CH:15]=4)[C@@H:10]([O:20][C:31](=[O:36])[C:32]([CH3:35])([CH3:34])[CH3:33])[C:9](=[O:21])[C:8]=3[CH:7]=[CH:6][N:5]2[C:22]=1[CH3:23], predict the reactants needed to synthesize it. (5) Given the product [CH2:41]([O:44][C@H:45]1[C:53]2[C:48](=[CH:49][C:50]([O:54][CH3:55])=[CH:51][CH:52]=2)[C@H:47]([NH:56][CH2:57][C@@H:58]([OH:80])[C@@H:59]([NH2:69])[CH2:60][C:61]2[CH:62]=[C:63]([F:68])[CH:64]=[C:65]([F:67])[CH:66]=2)[CH2:46]1)[CH:42]=[CH2:43], predict the reactants needed to synthesize it. The reactants are: C(O[C@H]1C2C(=CC(OC)=CC=2)[C@H](N)C1)C=C.FC1C=C(C[C@H](NC(=O)OCC2C=CC=CC=2)[C@H]2CO2)C=C(F)C=1.[CH2:41]([O:44][C@@H:45]1[C:53]2[C:48](=[CH:49][C:50]([O:54][CH3:55])=[CH:51][CH:52]=2)[C@@H:47]([NH:56][CH2:57][C@@H:58]([OH:80])[C@@H:59]([NH:69]C(=O)OCC2C=CC=CC=2)[CH2:60][C:61]2[CH:66]=[C:65]([F:67])[CH:64]=[C:63]([F:68])[CH:62]=2)[CH2:46]1)[CH:42]=[CH2:43].C(O[C@H]1C2C(=CC(OC)=CC=2)[C@H](NC[C@@H](O)[C@@H](NC(=O)OCC2C=CC=CC=2)CC2C=C(F)C=C(F)C=2)C1)C=C. (6) Given the product [CH3:1][O:2][C:3]1[CH:4]=[C:5]([CH:17]=[CH:18][C:19]([Cl:24])=[O:21])[CH:6]=[CH:7][C:8]=1[O:9][CH2:10][C:11]1[CH:16]=[CH:15][CH:14]=[CH:13][CH:12]=1, predict the reactants needed to synthesize it. The reactants are: [CH3:1][O:2][C:3]1[CH:4]=[C:5]([CH:17]=[CH:18][C:19]([OH:21])=O)[CH:6]=[CH:7][C:8]=1[O:9][CH2:10][C:11]1[CH:16]=[CH:15][CH:14]=[CH:13][CH:12]=1.S(Cl)([Cl:24])=O.C1(C)C=CC=CC=1.